From a dataset of Full USPTO retrosynthesis dataset with 1.9M reactions from patents (1976-2016). Predict the reactants needed to synthesize the given product. Given the product [NH:2]1[C:3]2[CH:8]=[CH:7][C:6]([NH:9][C:10]3[N:15]=[C:14]([NH:16][CH2:17][C:18]4[O:19][CH:20]=[CH:21][CH:22]=4)[N:13]=[C:12]([O:23][CH2:24][CH3:25])[N:11]=3)=[CH:5][C:4]=2[N:29]=[CH:26]1, predict the reactants needed to synthesize it. The reactants are: C[N:2]([CH3:26])[C:3]1[CH:8]=[CH:7][C:6]([NH:9][C:10]2[N:15]=[C:14]([NH:16][CH2:17][C:18]3[O:19][CH:20]=[CH:21][CH:22]=3)[N:13]=[C:12]([O:23][CH2:24][CH3:25])[N:11]=2)=[CH:5][CH:4]=1.Cl.Cl.[NH2:29]C1C=CC=CC=1.C([O-])([O-])=O.[K+].[K+].CS(C)=O.